This data is from Full USPTO retrosynthesis dataset with 1.9M reactions from patents (1976-2016). The task is: Predict the reactants needed to synthesize the given product. (1) Given the product [C:19]([C:18]1[CH:21]=[C:22]([C:41]2[C:24]([NH:29][C:10]([C:3]3[CH:2]=[N:1][N:5]4[CH:6]=[CH:7][CH:8]=[N:9][C:4]=34)=[O:12])=[CH:40][NH:35][N:43]=2)[C:15]([O:14][CH3:13])=[N:16][CH:17]=1)#[N:20], predict the reactants needed to synthesize it. The reactants are: [N:1]1[N:5]2[CH:6]=[CH:7][CH:8]=[N:9][C:4]2=[C:3]([C:10]([OH:12])=O)[CH:2]=1.[CH3:13][O:14][C:15]1[CH:22]=[CH:21][C:18]([C:19]#[N:20])=[CH:17][N:16]=1.Cl[C:24]1(OC)[N:29]=C(OC)N=CN1.C[N:35]1[CH2:40]COCC1.[C:41](#[N:43])C. (2) Given the product [F:49][C:2]([F:1])([F:48])[C:3]1[CH:4]=[C:5]([C@H:13]([O:15][C@H:16]2[O:40][CH2:39][C@@H:19]3[CH2:20][N:21]([C:23]([C:25]4[O:29][N:28]=[C:27]([OH:30])[CH:26]=4)=[O:24])[CH2:22][C@H:18]3[C@@H:17]2[C:41]2[CH:42]=[CH:43][C:44]([F:47])=[CH:45][CH:46]=2)[CH3:14])[CH:6]=[C:7]([C:9]([F:10])([F:12])[F:11])[CH:8]=1, predict the reactants needed to synthesize it. The reactants are: [F:1][C:2]([F:49])([F:48])[C:3]1[CH:4]=[C:5]([C@H:13]([O:15][C@H:16]2[O:40][CH2:39][C@@H:19]3[CH2:20][N:21]([C:23]([C:25]4[O:29][N:28]=[C:27]([O:30]COCC[Si](C)(C)C)[CH:26]=4)=[O:24])[CH2:22][C@H:18]3[C@@H:17]2[C:41]2[CH:46]=[CH:45][C:44]([F:47])=[CH:43][CH:42]=2)[CH3:14])[CH:6]=[C:7]([C:9]([F:12])([F:11])[F:10])[CH:8]=1.CCCC[N+](CCCC)(CCCC)CCCC.[F-].